The task is: Predict the product of the given reaction.. This data is from Forward reaction prediction with 1.9M reactions from USPTO patents (1976-2016). (1) Given the reactants [N:1]1([C:7]([O:9][C:10]([CH3:13])([CH3:12])[CH3:11])=[O:8])[CH2:6][CH2:5][NH:4][CH2:3][CH2:2]1.C(N(CC)CC)C.Br[CH2:22][C:23]([O:25][C:26]([CH3:29])([CH3:28])[CH3:27])=[O:24], predict the reaction product. The product is: [C:26]([O:25][C:23](=[O:24])[CH2:22][N:4]1[CH2:5][CH2:6][N:1]([C:7]([O:9][C:10]([CH3:13])([CH3:12])[CH3:11])=[O:8])[CH2:2][CH2:3]1)([CH3:29])([CH3:28])[CH3:27]. (2) Given the reactants Cl.Cl.[CH2:3]([O:5][C:6](=[O:30])[CH2:7][C:8]1[CH:13]=[CH:12][C:11]([O:14][CH3:15])=[C:10]([C:16]2[C:25]([CH2:26][NH:27][CH2:28][CH3:29])=[CH:24][C:23]3[C:18](=[CH:19][CH:20]=[CH:21][CH:22]=3)[N:17]=2)[CH:9]=1)[CH3:4].C(N(C(C)C)CC)(C)C.[CH:40]1([C:43](Cl)=[O:44])[CH2:42][CH2:41]1, predict the reaction product. The product is: [CH2:3]([O:5][C:6](=[O:30])[CH2:7][C:8]1[CH:13]=[CH:12][C:11]([O:14][CH3:15])=[C:10]([C:16]2[C:25]([CH2:26][N:27]([C:43]([CH:40]3[CH2:42][CH2:41]3)=[O:44])[CH2:28][CH3:29])=[CH:24][C:23]3[C:18](=[CH:19][CH:20]=[CH:21][CH:22]=3)[N:17]=2)[CH:9]=1)[CH3:4]. (3) Given the reactants [CH:1]([C:3]1[CH:8]=[CH:7][C:6]([O:9][C:10]2[CH:15]=[CH:14][C:13]([C:16]([F:19])([F:18])[F:17])=[CH:12][CH:11]=2)=[CH:5][CH:4]=1)=[CH2:2].B1C2CCCC1CCC2.C1C[O:32]CC1, predict the reaction product. The product is: [F:19][C:16]([F:17])([F:18])[C:13]1[CH:14]=[CH:15][C:10]([O:9][C:6]2[CH:5]=[CH:4][C:3]([CH2:1][CH2:2][OH:32])=[CH:8][CH:7]=2)=[CH:11][CH:12]=1. (4) Given the reactants [Cl:1][C:2]1[C:3]([N+]([O-])=O)=[C:4]([C:8]2[N:12]([CH2:13][CH:14]([OH:17])[CH2:15][OH:16])[C:11]3[CH:18]=[CH:19][CH:20]=[CH:21][C:10]=3[N:9]=2)[CH:5]=[CH:6][CH:7]=1.[H-].[Na+], predict the reaction product. The product is: [Cl:1][C:2]1[C:3]2[O:17][CH:14]([CH2:15][OH:16])[CH2:13][N:12]3[C:8](=[N:9][C:10]4[CH:21]=[CH:20][CH:19]=[CH:18][C:11]=43)[C:4]=2[CH:5]=[CH:6][CH:7]=1. (5) Given the reactants [C:1]([O:5][C:6](=[O:27])[CH:7]([NH:14][S:15]([C:18]1[CH:19]=[C:20]([CH:24]=[CH:25][CH:26]=1)[C:21]([OH:23])=[O:22])(=[O:17])=[O:16])[C:8]1[CH:13]=[CH:12][CH:11]=[CH:10][CH:9]=1)([CH3:4])([CH3:3])[CH3:2].[Cl:28][C:29]1[CH:30]=[N+:31]([O-:49])[CH:32]=[C:33]([Cl:48])[C:34]=1[CH2:35][C@@H:36]([C:38]1[CH:43]=[CH:42][C:41]([O:44][CH3:45])=[C:40]([O:46][CH3:47])[CH:39]=1)O.Cl.CN(C)CCCN=C=NCC, predict the reaction product. The product is: [C:1]([O:5][C:6](=[O:27])[CH:7]([NH:14][S:15]([C:18]1[CH:19]=[C:20]([CH:24]=[CH:25][CH:26]=1)[C:21]([O:23][C@H:36]([C:38]1[CH:43]=[CH:42][C:41]([O:44][CH3:45])=[C:40]([O:46][CH3:47])[CH:39]=1)[CH2:35][C:34]1[C:33]([Cl:48])=[CH:32][N+:31]([O-:49])=[CH:30][C:29]=1[Cl:28])=[O:22])(=[O:17])=[O:16])[C:8]1[CH:9]=[CH:10][CH:11]=[CH:12][CH:13]=1)([CH3:4])([CH3:2])[CH3:3]. (6) Given the reactants [Cl:1][C:2]1[CH:3]=[C:4]([C:9]2[N:10]=[C:11]3[CH:16]=[C:15]([CH3:17])[CH:14]=[CH:13][N:12]3[C:18]=2[CH2:19][C:20](O)=[O:21])[CH:5]=[CH:6][C:7]=1[Cl:8].[N:23]1[CH:28]=[CH:27][C:26]([CH2:29][NH:30][CH2:31][CH3:32])=[CH:25][CH:24]=1, predict the reaction product. The product is: [ClH:1].[CH2:31]([N:30]([CH2:29][C:26]1[CH:27]=[CH:28][N:23]=[CH:24][CH:25]=1)[C:20](=[O:21])[CH2:19][C:18]1[N:12]2[CH:13]=[CH:14][C:15]([CH3:17])=[CH:16][C:11]2=[N:10][C:9]=1[C:4]1[CH:5]=[CH:6][C:7]([Cl:8])=[C:2]([Cl:1])[CH:3]=1)[CH3:32]. (7) Given the reactants C(S(C1C=CC(CNC(C2C=C3CN[C@@H](C(C)C)C3=NC=2)=O)=CC=1)(=O)=O)C.[CH2:28]([S:30]([C:33]1[CH:34]=[CH:35][C:36]([CH2:39][NH:40][C:41]([C:43]2[CH:44]=[C:45]3[CH2:51][N:50](C(OC(C)(C)C)=O)[C@@H:49]([CH:59]([CH3:61])[CH3:60])[C:46]3=[N:47][CH:48]=2)=[O:42])=[N:37][CH:38]=1)(=[O:32])=[O:31])[CH3:29], predict the reaction product. The product is: [CH2:28]([S:30]([C:33]1[CH:34]=[CH:35][C:36]([CH2:39][NH:40][C:41]([C:43]2[CH:44]=[C:45]3[CH2:51][NH:50][C@@H:49]([CH:59]([CH3:60])[CH3:61])[C:46]3=[N:47][CH:48]=2)=[O:42])=[N:37][CH:38]=1)(=[O:31])=[O:32])[CH3:29]. (8) Given the reactants [H-].[Na+].[C:3](=[O:8])([O:6][CH3:7])OC.[CH2:9]([O:16][C:17]1[CH:26]=[CH:25][CH:24]=[C:23]2[C:18]=1[CH2:19][CH2:20][CH2:21][C:22]2=[O:27])[C:10]1[CH:15]=[CH:14][CH:13]=[CH:12][CH:11]=1.C(O)(=O)C, predict the reaction product. The product is: [CH2:9]([O:16][C:17]1[CH:26]=[CH:25][CH:24]=[C:23]2[C:18]=1[CH2:19][CH2:20][CH:21]([C:3]([O:6][CH3:7])=[O:8])[C:22]2=[O:27])[C:10]1[CH:11]=[CH:12][CH:13]=[CH:14][CH:15]=1.